From a dataset of Peptide-MHC class I binding affinity with 185,985 pairs from IEDB/IMGT. Regression. Given a peptide amino acid sequence and an MHC pseudo amino acid sequence, predict their binding affinity value. This is MHC class I binding data. (1) The binding affinity (normalized) is 0.0847. The MHC is HLA-A02:19 with pseudo-sequence HLA-A02:19. The peptide sequence is HQFTSNPEV. (2) The MHC is HLA-B27:03 with pseudo-sequence HLA-B27:03. The binding affinity (normalized) is 0.0847. The peptide sequence is LMRTNFLIK.